The task is: Binary Classification. Given a drug SMILES string, predict its activity (active/inactive) in a high-throughput screening assay against a specified biological target.. This data is from In vitro SARS-CoV-2 activity screen of 1,480 approved drugs from Prestwick library. (1) The drug is O=C(OCCOCCO)c1ccccc1Nc1cccc(C(F)(F)F)c1. The result is 0 (inactive). (2) The drug is C/C=C/C1=C(C(=O)O)N2C(=O)[C@@H](NC(=O)[C@H](N)c3ccc(O)cc3)[C@H]2SC1. The result is 0 (inactive).